From a dataset of Full USPTO retrosynthesis dataset with 1.9M reactions from patents (1976-2016). Predict the reactants needed to synthesize the given product. (1) Given the product [Cl:1][CH2:2][CH:3]1[C:11]2[C:10]3[CH:12]=[CH:13][C:14]([NH:16][C:17]([O:19][C:20]([CH3:23])([CH3:21])[CH3:22])=[O:18])=[CH:15][C:9]=3[C:8]([N+:24]([O-:26])=[O:25])=[CH:7][C:6]=2[NH:5][CH2:4]1, predict the reactants needed to synthesize it. The reactants are: [Cl:1][CH2:2][CH:3]1[C:11]2[C:10]3[CH:12]=[CH:13][C:14]([NH:16][C:17]([O:19][C:20]([CH3:23])([CH3:22])[CH3:21])=[O:18])=[CH:15][C:9]=3[C:8]([N+:24]([O-:26])=[O:25])=[CH:7][C:6]=2[N:5](C(=O)C(F)(F)F)[CH2:4]1.C([O-])([O-])=O.[Cs+].[Cs+].CC(O)=O. (2) Given the product [CH3:1][O:2][C:3]1[C:11]([O:12][CH3:13])=[CH:10][C:9]2[C:5](=[C:6]([C:27](=[O:29])[CH3:28])[N:7]([CH2:14][O:15][CH2:16][CH2:17][Si:18]([CH3:19])([CH3:21])[CH3:20])[N:8]=2)[CH:4]=1, predict the reactants needed to synthesize it. The reactants are: [CH3:1][O:2][C:3]1[C:11]([O:12][CH3:13])=[CH:10][C:9]2[C:5](=[CH:6][N:7]([CH2:14][O:15][CH2:16][CH2:17][Si:18]([CH3:21])([CH3:20])[CH3:19])[N:8]=2)[CH:4]=1.[Li]CCCC.[C:27](Cl)(=[O:29])[CH3:28].[NH4+].[Cl-]. (3) Given the product [S:1]1[CH:5]=[CH:4][N:3]=[C:2]1[C:6]1([OH:12])[CH2:7][CH2:8][N:9]([C:14]2[CH:15]=[CH:16][C:17]3[N:18]([C:20]([C:23]([F:24])([F:26])[F:25])=[N:21][N:22]=3)[N:19]=2)[CH2:10][CH2:11]1, predict the reactants needed to synthesize it. The reactants are: [S:1]1[CH:5]=[CH:4][N:3]=[C:2]1[C:6]1([OH:12])[CH2:11][CH2:10][NH:9][CH2:8][CH2:7]1.Cl[C:14]1[CH:15]=[CH:16][C:17]2[N:18]([C:20]([C:23]([F:26])([F:25])[F:24])=[N:21][N:22]=2)[N:19]=1. (4) Given the product [CH2:31]([O:30][CH:29]([O:33][CH2:34][CH3:35])[C@@H:28]([N:16]([CH2:17][C:18]1[C:27]2[C:22](=[CH:23][CH:24]=[CH:25][CH:26]=2)[CH:21]=[CH:20][CH:19]=1)[C:14](=[O:15])[C@@H:13]([NH:12][C:29](=[O:30])[CH2:28][N:16]([CH3:14])[NH:5][C:4]([NH:3][CH2:1][CH3:2])=[O:11])[CH2:37][C:38]1[CH:39]=[CH:40][CH:41]=[CH:42][CH:43]=1)[CH3:36])[CH3:32], predict the reactants needed to synthesize it. The reactants are: [CH2:1]([NH:3][C:4](=[O:11])[NH:5]OCC(O)=O)[CH3:2].[NH2:12][C@@H:13]([CH2:37][C:38]1[CH:43]=[CH:42][CH:41]=[CH:40][CH:39]=1)[C:14]([N:16]([C@@H:28]([CH3:36])[CH:29]([O:33][CH2:34][CH3:35])[O:30][CH2:31][CH3:32])[CH2:17][C:18]1[C:27]2[C:22](=[CH:23][CH:24]=[CH:25][CH:26]=2)[CH:21]=[CH:20][CH:19]=1)=[O:15]. (5) Given the product [CH3:1][O:2][C:3]1[CH:4]=[CH:5][CH:6]=[C:7]2[C:11]=1[CH:10]([NH2:12])[CH2:9][CH2:8]2, predict the reactants needed to synthesize it. The reactants are: [CH3:1][O:2][C:3]1[CH:4]=[CH:5][CH:6]=[C:7]2[C:11]=1[C:10](=[N:12]O)[CH2:9][CH2:8]2.[H][H]. (6) Given the product [CH3:10][O:11][C:12]1[CH:17]=[CH:16][C:15]([C:2]2[N:7]=[C:6]([C:8]#[N:9])[CH:5]=[CH:4][CH:3]=2)=[CH:14][CH:13]=1, predict the reactants needed to synthesize it. The reactants are: Cl[C:2]1[N:7]=[C:6]([C:8]#[N:9])[CH:5]=[CH:4][CH:3]=1.[CH3:10][O:11][C:12]1[CH:17]=[CH:16][C:15](OB(O)O)=[CH:14][CH:13]=1.C(=O)([O-])[O-].[K+].[K+]. (7) Given the product [C:5]1(=[O:14])[N:4]([CH2:3][CH:2]([C:15]2[NH:16][C:17]3[C:22]([CH:23]=2)=[CH:21][CH:20]=[CH:19][N:18]=3)[O:1][CH:26]2[CH2:27][CH2:28][CH2:29][CH2:30][O:25]2)[C:8](=[O:9])[C:7]2=[CH:10][CH:11]=[CH:12][CH:13]=[C:6]12, predict the reactants needed to synthesize it. The reactants are: [OH:1][CH:2]([C:15]1[NH:16][C:17]2[C:22]([CH:23]=1)=[CH:21][CH:20]=[CH:19][N:18]=2)[CH2:3][N:4]1[C:8](=[O:9])[C:7]2=[CH:10][CH:11]=[CH:12][CH:13]=[C:6]2[C:5]1=[O:14].Cl.[O:25]1[CH:30]=[CH:29][CH2:28][CH2:27][CH2:26]1. (8) Given the product [F:24][C:21]1[CH:22]=[C:23]2[C:18](=[CH:19][C:20]=1[F:25])[NH:17][C:16](=[O:26])/[C:15]/2=[C:10]1\[CH:9]=[C:8]([C:34]2[CH:35]=[CH:36][C:31]([C:29]([O:28][CH3:27])=[O:30])=[CH:32][CH:33]=2)[C:12]([CH3:14])([CH3:13])[O:11]\1, predict the reactants needed to synthesize it. The reactants are: O1CCOCC1.Br[C:8]1[C:12]([CH3:14])([CH3:13])[O:11]/[C:10](=[C:15]2/[C:16](=[O:26])[NH:17][C:18]3[C:23]/2=[CH:22][C:21]([F:24])=[C:20]([F:25])[CH:19]=3)/[CH:9]=1.[CH3:27][O:28][C:29]([C:31]1[CH:36]=[CH:35][C:34](B(O)O)=[CH:33][CH:32]=1)=[O:30].C([O-])([O-])=O.[Na+].[Na+].